From a dataset of NCI-60 drug combinations with 297,098 pairs across 59 cell lines. Regression. Given two drug SMILES strings and cell line genomic features, predict the synergy score measuring deviation from expected non-interaction effect. (1) Drug 1: CC12CCC3C(C1CCC2=O)CC(=C)C4=CC(=O)C=CC34C. Drug 2: CS(=O)(=O)OCCCCOS(=O)(=O)C. Cell line: MDA-MB-435. Synergy scores: CSS=39.8, Synergy_ZIP=4.96, Synergy_Bliss=4.86, Synergy_Loewe=-18.5, Synergy_HSA=-3.19. (2) Drug 1: C1CCC(C(C1)N)N.C(=O)(C(=O)[O-])[O-].[Pt+4]. Drug 2: N.N.Cl[Pt+2]Cl. Cell line: EKVX. Synergy scores: CSS=6.24, Synergy_ZIP=0.274, Synergy_Bliss=6.84, Synergy_Loewe=1.61, Synergy_HSA=2.33. (3) Drug 2: C1=CN(C=N1)CC(O)(P(=O)(O)O)P(=O)(O)O. Synergy scores: CSS=22.1, Synergy_ZIP=-9.60, Synergy_Bliss=-1.29, Synergy_Loewe=-17.9, Synergy_HSA=-1.22. Cell line: HCT116. Drug 1: C1C(C(OC1N2C=C(C(=O)NC2=O)F)CO)O. (4) Drug 1: C1=NC2=C(N1)C(=S)N=C(N2)N. Drug 2: C1=CN(C=N1)CC(O)(P(=O)(O)O)P(=O)(O)O. Cell line: ACHN. Synergy scores: CSS=50.6, Synergy_ZIP=-5.41, Synergy_Bliss=-5.93, Synergy_Loewe=-9.20, Synergy_HSA=-2.17.